This data is from Reaction yield outcomes from USPTO patents with 853,638 reactions. The task is: Predict the reaction yield, written as a fraction of the theoretical maximum amount of product (1.0 means a 100% yield; for example, 0.34 means a 34% yield). (1) The reactants are [CH:1]([N:4]1[C:8]2[CH:9]=[CH:10][CH:11]=[CH:12][C:7]=2[N:6]([C:13]([NH:15][CH2:16][CH:17]2[CH2:22][CH2:21][N:20](C(OC(C)(C)C)=O)[CH2:19][CH2:18]2)=[O:14])[C:5]1=[O:30])([CH3:3])[CH3:2]. The catalyst is Cl.CO. The product is [CH:1]([N:4]1[C:8]2[CH:9]=[CH:10][CH:11]=[CH:12][C:7]=2[N:6]([C:13]([NH:15][CH2:16][CH:17]2[CH2:18][CH2:19][NH:20][CH2:21][CH2:22]2)=[O:14])[C:5]1=[O:30])([CH3:3])[CH3:2]. The yield is 0.750. (2) The yield is 0.990. The catalyst is C1(C)C=CC=CC=1. The reactants are [Br:1][C:2]1[CH:3]=[C:4]2[C:14](=[CH:15][CH:16]=1)[O:13][C:7]1[CH:8]=[N:9][C:10]([Cl:12])=[CH:11][C:6]=1[C:5]2([CH2:18][C:19]([O:21][CH2:22][CH3:23])=[O:20])O.[N:24]([Si](C)(C)C)=[N+:25]=[N-:26].C([O+]([B-](F)(F)F)CC)C. The product is [N:24]([C:5]1([CH2:18][C:19]([O:21][CH2:22][CH3:23])=[O:20])[C:6]2[CH:11]=[C:10]([Cl:12])[N:9]=[CH:8][C:7]=2[O:13][C:14]2[C:4]1=[CH:3][C:2]([Br:1])=[CH:16][CH:15]=2)=[N+:25]=[N-:26]. (3) The reactants are [OH:1][CH2:2][C:3]1[CH:8]=[CH:7][C:6]([N:9]2[CH2:14][CH2:13][N:12]([C:15]([O:17][C:18]([CH3:21])([CH3:20])[CH3:19])=[O:16])[CH2:11][CH2:10]2)=[CH:5][CH:4]=1.C1(P(C2C=CC=CC=2)C2C=CC=CC=2)C=CC=CC=1.[F:41][CH2:42][CH2:43]O.CC(OC(/N=N/C(OC(C)C)=O)=O)C. The catalyst is C1COCC1.O. The product is [F:41][CH2:42][CH2:43][O:1][CH2:2][C:3]1[CH:4]=[CH:5][C:6]([N:9]2[CH2:10][CH2:11][N:12]([C:15]([O:17][C:18]([CH3:21])([CH3:20])[CH3:19])=[O:16])[CH2:13][CH2:14]2)=[CH:7][CH:8]=1. The yield is 0.220. (4) The reactants are I[C:2]1[CH:8]=[CH:7][CH:6]=[CH:5][C:3]=1[NH2:4].FC(F)(F)S(O[C:15]1[CH:20]=[CH:19][C:18]([F:21])=[CH:17][C:16]=1[C:22](=O)[CH3:23])(=O)=O.C(=O)([O-])[O-].[Na+].[Na+].ClCCl. The catalyst is C1C=CC(P(C2C=CC=CC=2)[C-]2C=CC=C2)=CC=1.C1C=CC(P(C2C=CC=CC=2)[C-]2C=CC=C2)=CC=1.Cl[Pd]Cl.[Fe+2].CN(C)C=O. The product is [F:21][C:18]1[CH:19]=[CH:20][C:15]2[C:16](=[C:22]([CH3:23])[N:4]=[C:3]3[C:2]=2[CH:8]=[CH:7][CH:6]=[CH:5]3)[CH:17]=1. The yield is 0.270. (5) The reactants are [NH:1]1[CH:5]=[CH:4][CH:3]=[N:2]1.CC([O-])(C)C.[K+].F[C:13]1[CH:18]=[C:17]([CH3:19])[CH:16]=[CH:15][N:14]=1. The catalyst is CS(C)=O.O. The product is [CH3:19][C:17]1[CH:16]=[CH:15][N:14]=[C:13]([N:1]2[CH:5]=[CH:4][CH:3]=[N:2]2)[CH:18]=1. The yield is 0.990. (6) The reactants are [CH3:1][C@@H:2]1[CH2:7][N:6]([C:8]2[C:21]([CH:22]=O)=[CH:20][C:11]3[C:12]([C:15]4[S:16][CH:17]=[CH:18][N:19]=4)=[N:13][O:14][C:10]=3[C:9]=2[F:24])[CH2:5][C@@H:4]([CH3:25])[O:3]1.[NH:26]1[C:31](=[O:32])[CH2:30][C:29](=[O:33])[NH:28][C:27]1=[O:34]. The catalyst is C(O)C. The product is [F:24][C:9]1[C:10]2[O:14][N:13]=[C:12]([C:15]3[S:16][CH:17]=[CH:18][N:19]=3)[C:11]=2[CH:20]=[C:21]2[C:8]=1[N:6]1[CH2:7][C@@H:2]([CH3:1])[O:3][C@@H:4]([CH3:25])[C@@H:5]1[C:30]1([C:29](=[O:33])[NH:28][C:27](=[O:34])[NH:26][C:31]1=[O:32])[CH2:22]2. The yield is 0.716.